This data is from Forward reaction prediction with 1.9M reactions from USPTO patents (1976-2016). The task is: Predict the product of the given reaction. (1) Given the reactants [F-:1].[K+].C1N2CCOCCOCCN(CCOCCOCC2)CCOCCOC1.CS([O:33][CH2:34][C:35]1[CH:40]=[CH:39][C:38]([CH:41]=O)=[CH:37][CH:36]=1)(=O)=O, predict the reaction product. The product is: [F:1][CH2:41][C:38]1[CH:39]=[CH:40][C:35]([CH:34]=[O:33])=[CH:36][CH:37]=1. (2) Given the reactants [Cl:1][C:2]1[CH:20]=[CH:19][C:5]([C:6]([NH:8][C@H:9]2[CH2:14][CH2:13][C@H:12]([C:15]([F:18])([F:17])[F:16])[CH2:11][CH2:10]2)=[O:7])=[C:4]([O:21][CH2:22][CH2:23][O:24][CH3:25])[N:3]=1.[N+:26]([O-])([OH:28])=[O:27], predict the reaction product. The product is: [Cl:1][C:2]1[C:20]([N+:26]([O-:28])=[O:27])=[CH:19][C:5]([C:6]([NH:8][C@H:9]2[CH2:14][CH2:13][C@H:12]([C:15]([F:18])([F:17])[F:16])[CH2:11][CH2:10]2)=[O:7])=[C:4]([O:21][CH2:22][CH2:23][O:24][CH3:25])[N:3]=1. (3) Given the reactants C[O:2][C:3]([C:5]1[N:6]([CH3:25])[N:7]=[C:8]([O:10][CH2:11][C:12]2[C:13]([C:18]3[CH:23]=[CH:22][C:21]([F:24])=[CH:20][CH:19]=3)=[N:14][O:15][C:16]=2[CH3:17])[CH:9]=1)=[O:4].[OH-].[Na+].Cl, predict the reaction product. The product is: [F:24][C:21]1[CH:22]=[CH:23][C:18]([C:13]2[C:12]([CH2:11][O:10][C:8]3[CH:9]=[C:5]([C:3]([OH:4])=[O:2])[N:6]([CH3:25])[N:7]=3)=[C:16]([CH3:17])[O:15][N:14]=2)=[CH:19][CH:20]=1. (4) Given the reactants [C:1]([O:5][C:6]([N:8]([CH3:55])[C@@H:9]([CH3:54])[C:10]([NH:12][C@@H:13]([C:50]([CH3:53])([CH3:52])[CH3:51])[C:14]([N:16]1[C@H:25]([C:26]([N:28]([CH2:39][C:40]2[CH:49]=[CH:48][C:43]([C:44]([O:46]C)=[O:45])=[CH:42][CH:41]=2)[C@@H:29]([C:31]2[CH:36]=[CH:35][CH:34]=[C:33]([O:37][CH3:38])[CH:32]=2)[CH3:30])=[O:27])[CH2:24][C:23]2[C:18](=[CH:19][CH:20]=[CH:21][CH:22]=2)[CH2:17]1)=[O:15])=[O:11])=[O:7])([CH3:4])([CH3:3])[CH3:2].[OH-].[Na+].Cl, predict the reaction product. The product is: [C:1]([O:5][C:6]([N:8]([CH3:55])[C@@H:9]([CH3:54])[C:10]([NH:12][C@@H:13]([C:50]([CH3:53])([CH3:52])[CH3:51])[C:14]([N:16]1[C@H:25]([C:26]([N:28]([CH2:39][C:40]2[CH:49]=[CH:48][C:43]([C:44]([OH:46])=[O:45])=[CH:42][CH:41]=2)[C@@H:29]([C:31]2[CH:36]=[CH:35][CH:34]=[C:33]([O:37][CH3:38])[CH:32]=2)[CH3:30])=[O:27])[CH2:24][C:23]2[C:18](=[CH:19][CH:20]=[CH:21][CH:22]=2)[CH2:17]1)=[O:15])=[O:11])=[O:7])([CH3:3])([CH3:4])[CH3:2]. (5) Given the reactants [CH3:1][C:2]1[CH:6]=[CH:5][S:4][C:3]=1[C:7]1[C:8](=[O:18])[NH:9][C:10](=[O:17])[N:11]([CH2:13][CH2:14][CH:15]=O)[CH:12]=1.[F:19][C:20]([F:34])([F:33])[C:21]1[CH:26]=[CH:25][C:24]([C@:27]23[CH2:32][C@H:31]2[CH2:30][NH:29][CH2:28]3)=[CH:23][CH:22]=1.CC(O)=O.[BH-](OC(C)=O)(OC(C)=O)OC(C)=O.[Na+].[Cl:53]CCCl, predict the reaction product. The product is: [ClH:53].[CH3:1][C:2]1[CH:6]=[CH:5][S:4][C:3]=1[C:7]1[C:8](=[O:18])[NH:9][C:10](=[O:17])[N:11]([CH2:13][CH2:14][CH2:15][N:29]2[CH2:30][C@H:31]3[C@:27]([C:24]4[CH:23]=[CH:22][C:21]([C:20]([F:19])([F:34])[F:33])=[CH:26][CH:25]=4)([CH2:32]3)[CH2:28]2)[CH:12]=1.